From a dataset of Reaction yield outcomes from USPTO patents with 853,638 reactions. Predict the reaction yield, written as a fraction of the theoretical maximum amount of product (1.0 means a 100% yield; for example, 0.34 means a 34% yield). (1) The reactants are [Cl:1][C:2]1[CH:7]=[CH:6][C:5](B(O)O)=[CH:4][C:3]=1[F:11].Cl[C:13]1[C:14]([N:19]2[CH2:24][CH2:23][N:22]([CH2:25][C:26]3[C:27]([CH3:32])=[N:28][N:29]([CH3:31])[CH:30]=3)[CH2:21][CH2:20]2)=[N:15][CH:16]=[CH:17][N:18]=1.C(=O)([O-])[O-].[K+].[K+].O. The catalyst is CN(C)C(=O)C.C1C=CC([P]([Pd]([P](C2C=CC=CC=2)(C2C=CC=CC=2)C2C=CC=CC=2)([P](C2C=CC=CC=2)(C2C=CC=CC=2)C2C=CC=CC=2)[P](C2C=CC=CC=2)(C2C=CC=CC=2)C2C=CC=CC=2)(C2C=CC=CC=2)C2C=CC=CC=2)=CC=1. The product is [CH3:31][N:29]1[CH:30]=[C:26]([CH2:25][N:22]2[CH2:21][CH2:20][N:19]([C:14]3[C:13]([C:5]4[CH:6]=[CH:7][C:2]([Cl:1])=[C:3]([F:11])[CH:4]=4)=[N:18][CH:17]=[CH:16][N:15]=3)[CH2:24][CH2:23]2)[C:27]([CH3:32])=[N:28]1. The yield is 0.140. (2) The reactants are [NH2:1][CH2:2][C:3]1[C:4](=[O:11])[NH:5][C:6]([CH3:10])=[CH:7][C:8]=1[CH3:9].[CH3:12][C:13]1[N:17]([C:18]2[CH:23]=[CH:22][CH:21]=[CH:20][CH:19]=2)[N:16]=[CH:15][C:14]=1[C:24](O)=[O:25].F[P-](F)(F)(F)(F)F.N1(OC(N(C)C)=[N+](C)C)C2N=CC=CC=2N=N1.C(N(CC)CC)C. The catalyst is ClCCl. The product is [CH3:9][C:8]1[CH:7]=[C:6]([CH3:10])[NH:5][C:4](=[O:11])[C:3]=1[CH2:2][NH:1][C:24]([C:14]1[CH:15]=[N:16][N:17]([C:18]2[CH:23]=[CH:22][CH:21]=[CH:20][CH:19]=2)[C:13]=1[CH3:12])=[O:25]. The yield is 0.260.